From a dataset of Full USPTO retrosynthesis dataset with 1.9M reactions from patents (1976-2016). Predict the reactants needed to synthesize the given product. Given the product [NH2:1][C:2]1[N:7]=[C:6]([NH:25][C:26]2[CH:31]=[CH:30][CH:29]=[CH:28][CH:27]=2)[C:5]([C:11]2[CH:12]=[CH:13][C:14](=[O:18])[N:15]([CH3:17])[N:16]=2)=[C:4]([C:19]2[CH:24]=[CH:23][CH:22]=[CH:21][CH:20]=2)[N:3]=1, predict the reactants needed to synthesize it. The reactants are: [NH2:1][C:2]1[N:7]=[C:6](S(C)=O)[C:5]([C:11]2[CH:12]=[CH:13][C:14](=[O:18])[N:15]([CH3:17])[N:16]=2)=[C:4]([C:19]2[CH:24]=[CH:23][CH:22]=[CH:21][CH:20]=2)[N:3]=1.[NH2:25][C:26]1[CH:31]=[CH:30][CH:29]=[CH:28][CH:27]=1.